This data is from Forward reaction prediction with 1.9M reactions from USPTO patents (1976-2016). The task is: Predict the product of the given reaction. (1) Given the reactants [NH2:1][C:2]([C:4]1[C:12]2[C:8](=[CH:9][N:10]([C:13]3([CH3:26])[CH2:18][CH2:17][N:16](C(OC(C)(C)C)=O)[CH2:15][CH2:14]3)[N:11]=2)[CH:7]=[CH:6][CH:5]=1)=[O:3].[C:27]([OH:33])([C:29]([F:32])([F:31])[F:30])=[O:28].C(Cl)Cl, predict the reaction product. The product is: [F:30][C:29]([F:32])([F:31])[C:27]([O-:33])=[O:28].[NH2:1][C:2]([C:4]1[C:12]2[C:8](=[CH:9][N:10]([C:13]3([CH3:26])[CH2:14][CH2:15][NH2+:16][CH2:17][CH2:18]3)[N:11]=2)[CH:7]=[CH:6][CH:5]=1)=[O:3]. (2) Given the reactants [CH3:1][O:2][C:3](=[O:14])[CH2:4][O:5][C:6]1[CH:11]=[CH:10][C:9]([F:12])=[C:8]([NH2:13])[CH:7]=1.C([O:17][C:18](=O)[CH:19]([CH2:23][C:24]1[CH:29]=[CH:28][C:27]([Cl:30])=[CH:26][CH:25]=1)[C:20](=O)[CH3:21])C, predict the reaction product. The product is: [CH3:1][O:2][C:3](=[O:14])[CH2:4][O:5][C:6]1[CH:11]=[CH:10][C:9]([F:12])=[C:8]2[C:7]=1[C:18](=[O:17])[C:19]([CH2:23][C:24]1[CH:25]=[CH:26][C:27]([Cl:30])=[CH:28][CH:29]=1)=[C:20]([CH3:21])[NH:13]2.